Dataset: Reaction yield outcomes from USPTO patents with 853,638 reactions. Task: Predict the reaction yield, written as a fraction of the theoretical maximum amount of product (1.0 means a 100% yield; for example, 0.34 means a 34% yield). (1) The product is [CH3:14][N:15]([CH3:19])[CH2:16][CH2:17][O:13][C:12]1[CH:11]=[CH:10][C:4]([C:5]([O:7][CH2:8][CH3:9])=[O:6])=[CH:3][C:2]=1[OH:1]. The catalyst is C(Cl)Cl.C(OCC)(=O)C. The reactants are [OH:1][C:2]1[CH:3]=[C:4]([CH:10]=[CH:11][C:12]=1[OH:13])[C:5]([O:7][CH2:8][CH3:9])=[O:6].[CH3:14][N:15]([CH3:19])[CH2:16][CH2:17]O.C1(P(C2C=CC=CC=2)C2C=CC=CC=2)C=CC=CC=1.N(C(OC(C)C)=O)=NC(OC(C)C)=O. The yield is 0.350. (2) The reactants are [C:1]([O:5][C:6](=[O:41])[N:7]([CH2:37][CH:38]([F:40])[F:39])[CH2:8][C@H:9]1[CH2:14][CH2:13][C@H:12]([N:15]2[C:20]3[C:21]4[CH:27]=[CH:26][N:25]([CH2:28][O:29][CH2:30][CH2:31][Si:32]([CH3:35])([CH3:34])[CH3:33])[C:22]=4[N:23]=[CH:24][C:19]=3[C:18](=[O:36])[NH:17][CH2:16]2)[CH2:11][CH2:10]1)([CH3:4])([CH3:3])[CH3:2].[CH:42]1(B(O)O)[CH2:44][CH2:43]1.C1C=C(C2N=CC=CC=2)N=CC=1.C(=O)([O-])[O-].[Na+].[Na+].[Cl-].[NH4+]. The catalyst is ClCCCl.C([O-])(=O)C.[Cu+2].C([O-])(=O)C. The product is [CH:42]1([N:17]2[C:18](=[O:36])[C:19]3[CH:24]=[N:23][C:22]4[N:25]([CH2:28][O:29][CH2:30][CH2:31][Si:32]([CH3:35])([CH3:33])[CH3:34])[CH:26]=[CH:27][C:21]=4[C:20]=3[N:15]([C@H:12]3[CH2:13][CH2:14][C@H:9]([CH2:8][N:7]([CH2:37][CH:38]([F:40])[F:39])[C:6](=[O:41])[O:5][C:1]([CH3:4])([CH3:2])[CH3:3])[CH2:10][CH2:11]3)[CH2:16]2)[CH2:44][CH2:43]1. The yield is 0.190. (3) The reactants are C(Cl)(=O)C(Cl)=O.CS(C)=O.[OH:11][CH2:12][CH:13]1[CH2:16][CH:15]([C:17]([OH:20])([CH3:19])[CH3:18])[CH2:14]1.CCN(CC)CC.[NH4+].[Cl-]. The catalyst is C(Cl)Cl. The product is [OH:20][C:17]([CH:15]1[CH2:16][CH:13]([CH:12]=[O:11])[CH2:14]1)([CH3:19])[CH3:18]. The yield is 0.460. (4) The catalyst is CO.O. The yield is 0.370. The reactants are [Br:1][C:2]1[S:3][C:4]([C:15]([O:17]C)=[O:16])=[C:5]([C:7]2[CH:12]=[CH:11][C:10]([O:13][CH3:14])=[CH:9][CH:8]=2)[N:6]=1.O.[OH-].[Li+]. The product is [Br:1][C:2]1[S:3][C:4]([C:15]([OH:17])=[O:16])=[C:5]([C:7]2[CH:8]=[CH:9][C:10]([O:13][CH3:14])=[CH:11][CH:12]=2)[N:6]=1. (5) The reactants are [H-].[Na+].[OH:3][CH:4]1[CH2:9][CH2:8][N:7]([C:10]([O:12][C:13]([CH3:16])([CH3:15])[CH3:14])=[O:11])[CH2:6][CH2:5]1.Cl[CH2:18][C:19]1[N:20]=[C:21]([CH3:43])[N:22]([C:24]([C:37]2[CH:42]=[CH:41][CH:40]=[CH:39][CH:38]=2)([C:31]2[CH:36]=[CH:35][CH:34]=[CH:33][CH:32]=2)[C:25]2[CH:30]=[CH:29][CH:28]=[CH:27][CH:26]=2)[CH:23]=1. The catalyst is CN(C=O)C. The product is [CH3:43][C:21]1[N:22]([C:24]([C:25]2[CH:30]=[CH:29][CH:28]=[CH:27][CH:26]=2)([C:31]2[CH:32]=[CH:33][CH:34]=[CH:35][CH:36]=2)[C:37]2[CH:42]=[CH:41][CH:40]=[CH:39][CH:38]=2)[CH:23]=[C:19]([CH2:18][O:3][CH:4]2[CH2:5][CH2:6][N:7]([C:10]([O:12][C:13]([CH3:16])([CH3:15])[CH3:14])=[O:11])[CH2:8][CH2:9]2)[N:20]=1. The yield is 0.530. (6) The reactants are [CH3:1][C:2]1[CH:10]=[C:6]([C:7]([OH:9])=O)[C:5]([OH:11])=[CH:4][CH:3]=1.[CH3:12][O:13][C:14]1[CH:20]=[CH:19][C:18]([C:21]([F:24])([F:23])[F:22])=[CH:17][C:15]=1[NH2:16]. No catalyst specified. The product is [OH:11][C:5]1[CH:4]=[CH:3][C:2]([CH3:1])=[CH:10][C:6]=1[C:7]([NH:16][C:15]1[CH:17]=[C:18]([C:21]([F:23])([F:24])[F:22])[CH:19]=[CH:20][C:14]=1[O:13][CH3:12])=[O:9]. The yield is 0.779. (7) The reactants are [N:1]1[CH:10]=[CH:9][CH:8]=[C:7]2[C:2]=1[C:3]1[CH:14]=[CH:13][CH:12]=[CH:11][C:4]=1[CH:5]=[N:6]2.C[Li].Cl[C:18]1C(=O)C(C#N)=C(C#N)C(=O)C=1Cl. The catalyst is O1CCCC1. The yield is 0.770. The product is [CH3:18][C:5]1[C:4]2[CH:11]=[CH:12][CH:13]=[CH:14][C:3]=2[C:2]2[C:7](=[CH:8][CH:9]=[CH:10][N:1]=2)[N:6]=1. (8) The product is [OH:20][CH2:21][C:22]1[C:27]([C:2]2[CH:3]=[C:4]([NH:10][C:11]3[CH:15]=[C:14]([CH3:16])[NH:13][N:12]=3)[C:5](=[O:9])[N:6]([CH3:8])[CH:7]=2)=[CH:26][CH:25]=[CH:24][C:23]=1[N:37]1[CH2:49][CH2:48][C:47]2[N:46]3[C:41]([CH2:42][CH2:43][CH2:44][CH2:45]3)=[CH:40][C:39]=2[C:38]1=[O:50]. The yield is 0.170. No catalyst specified. The reactants are Br[C:2]1[CH:3]=[C:4]([NH:10][C:11]2[CH:15]=[C:14]([CH3:16])[NH:13][N:12]=2)[C:5](=[O:9])[N:6]([CH3:8])[CH:7]=1.C([O:20][CH2:21][C:22]1[C:27](B2OC(C)(C)C(C)(C)O2)=[CH:26][CH:25]=[CH:24][C:23]=1[N:37]1[CH2:49][CH2:48][C:47]2[N:46]3[C:41]([CH2:42][CH2:43][CH2:44][CH2:45]3)=[CH:40][C:39]=2[C:38]1=[O:50])(=O)C. (9) The reactants are [F:1][C:2]1[CH:3]=[C:4]([OH:9])[CH:5]=[C:6]([F:8])[CH:7]=1.[CH3:10][O:11][CH2:12][CH2:13]O.C1(P(C2C=CC=CC=2)C2C=CC=CC=2)C=CC=CC=1.CC(OC(/N=N/C(OC(C)C)=O)=O)C. The catalyst is C1COCC1. The product is [F:1][C:2]1[CH:3]=[C:4]([O:9][CH2:13][CH2:12][O:11][CH3:10])[CH:5]=[C:6]([F:8])[CH:7]=1. The yield is 0.950. (10) The catalyst is C(O)C. The yield is 0.540. The reactants are [O:1]1[CH2:5][CH2:4][CH2:3][CH:2]1[CH2:6][NH:7][C:8]1[C:9]2[N:10]([CH:16]=[CH:17][CH:18]=2)[N:11]=[CH:12][C:13]=1[C:14]#[N:15].[OH-:19].[NH4+].OO. The product is [O:1]1[CH2:5][CH2:4][CH2:3][CH:2]1[CH2:6][NH:7][C:8]1[C:9]2[N:10]([CH:16]=[CH:17][CH:18]=2)[N:11]=[CH:12][C:13]=1[C:14]([NH2:15])=[O:19].